This data is from Full USPTO retrosynthesis dataset with 1.9M reactions from patents (1976-2016). The task is: Predict the reactants needed to synthesize the given product. (1) The reactants are: C(OC(=O)[NH:10][CH2:11][CH2:12][CH2:13][C:14]1[N:15]([CH2:20][CH3:21])[N:16]=[C:17]([CH3:19])[CH:18]=1)C1C=CC=CC=1. Given the product [CH2:20]([N:15]1[C:14]([CH2:13][CH2:12][CH2:11][NH2:10])=[CH:18][C:17]([CH3:19])=[N:16]1)[CH3:21], predict the reactants needed to synthesize it. (2) Given the product [F:16][C:12]1[CH:13]=[C:14]2[C:9](=[CH:10][CH:11]=1)[N:8]([C:17]([O:19][C:20]([CH3:23])([CH3:22])[CH3:21])=[O:18])[C:7]([C:4]1[O:3][C:2]([NH:24][C:25]3[CH:30]=[CH:29][CH:28]=[C:27]([NH:31][S:32]([CH3:35])(=[O:34])=[O:33])[CH:26]=3)=[N:6][CH:5]=1)=[CH:15]2, predict the reactants needed to synthesize it. The reactants are: Cl[C:2]1[O:3][C:4]([C:7]2[N:8]([C:17]([O:19][C:20]([CH3:23])([CH3:22])[CH3:21])=[O:18])[C:9]3[C:14]([CH:15]=2)=[CH:13][C:12]([F:16])=[CH:11][CH:10]=3)=[CH:5][N:6]=1.[NH2:24][C:25]1[CH:26]=[C:27]([NH:31][S:32]([CH3:35])(=[O:34])=[O:33])[CH:28]=[CH:29][CH:30]=1. (3) Given the product [CH:39]([C:40]1[CH:41]=[CH:4][C:3]([C:27]2[CH:28]=[CH:23][C:24]([C:29]3[CH:34]=[CH:33][CH:32]=[CH:31][N:30]=3)=[CH:25][CH:26]=2)=[CH:2][CH:7]=1)=[CH2:38], predict the reactants needed to synthesize it. The reactants are: [K].[C:2]1(C[C:2]2[CH:7]=CC=[CH:4][CH:3]=2)[CH:7]=CC=[CH:4][CH:3]=1.C(C1C=CC([C:23]2[CH:28]=[CH:27][CH:26]=[CH:25][C:24]=2[C:29]2[CH:34]=[CH:33][CH:32]=[CH:31][N:30]=2)=CC=1)=C.CO.O1[CH2:41][CH2:40][CH2:39][CH2:38]1. (4) Given the product [Cl:39][C:34]1[CH:33]=[C:32]([CH2:31][CH2:30][NH:29][C:24]2[N:23]=[C:22]([C:18]3[CH:19]=[CH:20][CH:21]=[C:16]([CH2:15][CH2:14][CH:11]4[CH2:10][CH2:9][NH:8][CH2:13][CH2:12]4)[CH:17]=3)[CH:27]=[CH:26][N:25]=2)[CH:37]=[CH:36][C:35]=1[OH:38], predict the reactants needed to synthesize it. The reactants are: C(OC([N:8]1[CH2:13][CH2:12][CH:11]([CH2:14][CH2:15][C:16]2[CH:21]=[CH:20][CH:19]=[C:18]([C:22]3[CH:27]=[CH:26][N:25]=[C:24](Cl)[N:23]=3)[CH:17]=2)[CH2:10][CH2:9]1)=O)(C)(C)C.[NH2:29][CH2:30][CH2:31][C:32]1[CH:37]=[CH:36][C:35]([OH:38])=[C:34]([Cl:39])[CH:33]=1.